Dataset: Reaction yield outcomes from USPTO patents with 853,638 reactions. Task: Predict the reaction yield, written as a fraction of the theoretical maximum amount of product (1.0 means a 100% yield; for example, 0.34 means a 34% yield). The reactants are FC(F)(F)S(O[C:7]1[CH:12]=[CH:11][C:10]([CH2:13][C:14]2[CH:19]=[CH:18][CH:17]=[CH:16][N:15]=2)=[CH:9][C:8]=1[O:20][CH:21]([CH3:23])[CH3:22])(=O)=O.C1(P(C2C=CC=CC=2)C2C=CC=CC=2)C=CC=CC=1.[C:45](OC)(=[O:48])[CH:46]=[CH2:47].C([O-])(=O)C.[Na+]. The catalyst is [Cl-].C([N+](CC)(CC)CC)C1C=CC=CC=1.C(O)C.C([O-])(=O)C.[Pd+2].C([O-])(=O)C.[C].[Pd].C(O)=O.O.CN1CCCC1=O. The product is [CH:21]([O:20][C:8]1[CH:9]=[C:10]([CH2:13][C:14]2[CH:19]=[CH:18][CH:17]=[CH:16][N:15]=2)[CH:11]=[CH:12][C:7]=1[CH2:47][CH2:46][CH2:45][OH:48])([CH3:23])[CH3:22]. The yield is 0.140.